From a dataset of Full USPTO retrosynthesis dataset with 1.9M reactions from patents (1976-2016). Predict the reactants needed to synthesize the given product. (1) Given the product [Br:1][C:2]1[CH:7]=[CH:6][C:5]([C@@H:8]([Cl:28])[CH2:9][N:10]2[CH2:15][CH2:14][O:13][CH2:12][CH2:11]2)=[CH:4][CH:3]=1, predict the reactants needed to synthesize it. The reactants are: [Br:1][C:2]1[CH:7]=[CH:6][C:5]([C@@H:8](O)[CH2:9][N:10]2[CH2:15][CH2:14][O:13][CH2:12][CH2:11]2)=[CH:4][CH:3]=1.C(N(CC)CC)C.CS([Cl:28])(=O)=O. (2) Given the product [Cl:1][C:2]1[S:10][C:9]2[S:8](=[O:12])(=[O:11])[N:7]([CH2:39][O:38][CH2:37][CH2:36][Si:35]([CH3:42])([CH3:41])[CH3:34])[CH2:6][C:5]([C:14]3[CH:23]=[CH:22][C:21]4[C:16](=[CH:17][CH:18]=[CH:19][CH:20]=4)[CH:15]=3)([OH:13])[C:4]=2[CH:3]=1, predict the reactants needed to synthesize it. The reactants are: [Cl:1][C:2]1[S:10][C:9]2[S:8](=[O:12])(=[O:11])[NH:7][CH2:6][C:5]([C:14]3[CH:23]=[CH:22][C:21]4[C:16](=[CH:17][CH:18]=[CH:19][CH:20]=4)[CH:15]=3)([OH:13])[C:4]=2[CH:3]=1.C[Si](C)(C)[N-][Si](C)(C)C.[Li+].[CH3:34][Si:35]([CH3:42])([CH3:41])[CH2:36][CH2:37][O:38][CH2:39]Cl. (3) Given the product [NH:13]1[C:14]2[CH:19]=[CH:18][CH:17]=[CH:16][C:15]=2[N:11]=[C:12]1[C@H:8]([NH:9][C:10](=[O:20])[NH:23][C@H:24]1[CH2:29][CH2:28][CH2:27][CH2:26][C@H:25]1[C:30]([O:32][CH2:33][CH3:34])=[O:31])[CH2:7][C:6]1[CH:21]=[CH:22][C:3]([O:2][CH3:1])=[CH:4][CH:5]=1, predict the reactants needed to synthesize it. The reactants are: [CH3:1][O:2][C:3]1[CH:22]=[CH:21][C:6]([CH2:7][C@@H:8]2[C:12]3=[N:13][C:14]4[CH:19]=[CH:18][CH:17]=[CH:16][C:15]=4[N:11]3[C:10](=[O:20])[NH:9]2)=[CH:5][CH:4]=1.[NH2:23][C@H:24]1[CH2:29][CH2:28][CH2:27][CH2:26][C@H:25]1[C:30]([O:32][CH2:33][CH3:34])=[O:31]. (4) Given the product [Cl:27][CH2:28][C:29]1[CH:37]=[CH:36][C:32]([C:33]([NH:5][C:4]2[C:6]([CH3:20])=[CH:7][C:8]([C:10]([F:19])([C:11]([F:14])([F:13])[F:12])[C:15]([F:16])([F:17])[F:18])=[CH:9][C:3]=2[CH2:1][CH3:2])=[O:34])=[CH:31][CH:30]=1, predict the reactants needed to synthesize it. The reactants are: [CH2:1]([C:3]1[CH:9]=[C:8]([C:10]([F:19])([C:15]([F:18])([F:17])[F:16])[C:11]([F:14])([F:13])[F:12])[CH:7]=[C:6]([CH3:20])[C:4]=1[NH2:5])[CH3:2].N1C=CC=CC=1.[Cl:27][CH2:28][C:29]1[CH:37]=[CH:36][C:32]([C:33](Cl)=[O:34])=[CH:31][CH:30]=1. (5) Given the product [Cl:1][C:2]1[N:7]=[C:6]([C:8]2[S:41][C:39]([N:33]3[CH2:38][CH2:37][O:36][CH2:35][CH2:34]3)=[N:40][C:9]=2[C:11]2[C:12]([F:24])=[C:13]([NH:17][C:18](=[O:23])[O:19][CH2:20][CH:21]=[CH2:22])[CH:14]=[CH:15][CH:16]=2)[CH:5]=[CH:4][N:3]=1, predict the reactants needed to synthesize it. The reactants are: [Cl:1][C:2]1[N:7]=[C:6]([CH2:8][C:9]([C:11]2[C:12]([F:24])=[C:13]([NH:17][C:18](=[O:23])[O:19][CH2:20][CH:21]=[CH2:22])[CH:14]=[CH:15][CH:16]=2)=O)[CH:5]=[CH:4][N:3]=1.C1C(=O)N(Br)C(=O)C1.[N:33]1([C:39](=[S:41])[NH2:40])[CH2:38][CH2:37][O:36][CH2:35][CH2:34]1.O. (6) Given the product [Cl:1][C:2]1[N:3]=[C:4]([N:12]2[CH2:17][CH2:16][O:15][CH2:14][CH2:13]2)[C:5]2[S:10][C:9]([C:26]3[CH:25]=[CH:24][CH:23]=[C:22]([S:19]([CH3:18])(=[O:21])=[O:20])[CH:27]=3)=[CH:8][C:6]=2[N:7]=1, predict the reactants needed to synthesize it. The reactants are: [Cl:1][C:2]1[N:3]=[C:4]([N:12]2[CH2:17][CH2:16][O:15][CH2:14][CH2:13]2)[C:5]2[S:10][C:9](I)=[CH:8][C:6]=2[N:7]=1.[CH3:18][S:19]([C:22]1[CH:23]=[C:24](B(O)O)[CH:25]=[CH:26][CH:27]=1)(=[O:21])=[O:20].